From a dataset of Catalyst prediction with 721,799 reactions and 888 catalyst types from USPTO. Predict which catalyst facilitates the given reaction. (1) Reactant: Br[C:2]1[S:3][CH:4]=[CH:5][N:6]=1.[Li]CCCC.CCCCCC.[Sn:18](Cl)([CH2:27][CH2:28][CH2:29][CH3:30])([CH2:23][CH2:24][CH2:25][CH3:26])[CH2:19][CH2:20][CH2:21][CH3:22].O. Product: [CH2:27]([Sn:18]([CH2:19][CH2:20][CH2:21][CH3:22])([CH2:23][CH2:24][CH2:25][CH3:26])[C:2]1[S:3][CH:4]=[CH:5][N:6]=1)[CH2:28][CH2:29][CH3:30]. The catalyst class is: 28. (2) Product: [Cl:1][C:2]1[CH:7]=[CH:6][CH:5]=[CH:4][C:3]=1[C:8]1[CH:13]=[CH:12][CH:11]=[C:10]([NH:14][C:15]([C@@H:17]2[CH2:21][C@@H:20]3[C@@H:19]([CH2:47]3)[N:18]2[C:23](=[O:45])[CH2:24][N:25]2[C:33]3[C:28](=[CH:29][C:30]([C:34]#[C:35][C:36]4[N:37]=[CH:38][CH:39]=[CH:40][N:41]=4)=[CH:31][CH:32]=3)[C:27]([C:42]([NH2:44])=[O:43])=[N:26]2)=[O:16])[C:9]=1[F:46]. The catalyst class is: 3. Reactant: [Cl:1][C:2]1[CH:7]=[CH:6][CH:5]=[CH:4][C:3]=1[C:8]1[CH:13]=[CH:12][CH:11]=[C:10]([NH:14][C:15]([C@@H:17]2[CH2:21][C@@H:20](F)[CH2:19][N:18]2[C:23](=[O:45])[CH2:24][N:25]2[C:33]3[C:28](=[CH:29][C:30]([C:34]#[C:35][C:36]4[N:41]=[CH:40][CH:39]=[CH:38][N:37]=4)=[CH:31][CH:32]=3)[C:27]([C:42]([NH2:44])=[O:43])=[N:26]2)=[O:16])[C:9]=1[F:46].[CH3:47]N(C(ON1N=NC2C=CC=NC1=2)=[N+](C)C)C.F[P-](F)(F)(F)(F)F.CCN(C(C)C)C(C)C. (3) Reactant: B.[F:2][C:3]1[CH:4]=[C:5]([C@H:9]([OH:24])[C@H:10]2[O:15][CH2:14][CH2:13][N:12]([CH2:16][C:17]3[CH:22]=[CH:21][CH:20]=[CH:19][CH:18]=3)[C:11]2=O)[CH:6]=[CH:7][CH:8]=1.[F:25][C:26]1[CH:27]=[C:28]([C@@H:32]([OH:47])[C@@H:33]2[O:38][CH2:37][CH2:36][N:35]([CH2:39][C:40]3[CH:45]=[CH:44][CH:43]=[CH:42][CH:41]=3)[C:34]2=O)[CH:29]=[CH:30][CH:31]=1. Product: [F:2][C:3]1[CH:4]=[C:5]([C@H:9]([C@@H:10]2[O:15][CH2:14][CH2:13][N:12]([CH2:16][C:17]3[CH:22]=[CH:21][CH:20]=[CH:19][CH:18]=3)[CH2:11]2)[OH:24])[CH:6]=[CH:7][CH:8]=1.[F:25][C:26]1[CH:27]=[C:28]([C@@H:32]([C@H:33]2[O:38][CH2:37][CH2:36][N:35]([CH2:39][C:40]3[CH:45]=[CH:44][CH:43]=[CH:42][CH:41]=3)[CH2:34]2)[OH:47])[CH:29]=[CH:30][CH:31]=1. The catalyst class is: 7. (4) Product: [C:21]([O:20][C:18]([N:10]([C:7]1[C:6]2[CH:25]=[C:26]([Cl:27])[C:3]([CH2:2][O:45][C:39]3[CH:40]=[CH:41][C:42]4[CH2:43][CH2:44][C:35]([CH3:46])([CH3:34])[O:36][C:37]=4[CH:38]=3)=[CH:4][C:5]=2[O:9][N:8]=1)[C:11](=[O:17])[O:12][C:13]([CH3:14])([CH3:15])[CH3:16])=[O:19])([CH3:24])([CH3:23])[CH3:22]. The catalyst class is: 3. Reactant: Br[CH2:2][C:3]1[C:26]([Cl:27])=[CH:25][C:6]2[C:7]([N:10]([C:18]([O:20][C:21]([CH3:24])([CH3:23])[CH3:22])=[O:19])[C:11](=[O:17])[O:12][C:13]([CH3:16])([CH3:15])[CH3:14])=[N:8][O:9][C:5]=2[CH:4]=1.C(=O)([O-])[O-].[K+].[K+].[CH3:34][C:35]1([CH3:46])[CH2:44][CH2:43][C:42]2[C:37](=[CH:38][C:39]([OH:45])=[CH:40][CH:41]=2)[O:36]1.